The task is: Predict the reaction yield, written as a fraction of the theoretical maximum amount of product (1.0 means a 100% yield; for example, 0.34 means a 34% yield).. This data is from Reaction yield outcomes from USPTO patents with 853,638 reactions. (1) The reactants are [F:1][C:2]([F:7])([F:6])[C:3]([OH:5])=[O:4].[CH2:8]([S:10]([N:13]1[CH2:18][CH2:17][CH:16]([C:19]2[C:27]3[C:22](=[C:23]([C:38]([NH2:40])=[O:39])[CH:24]=[C:25]([C:28]4[CH:33]=[C:32]([CH2:34][NH:35][CH3:36])[CH:31]=[CH:30][C:29]=4[F:37])[CH:26]=3)[NH:21][CH:20]=2)[CH2:15][CH2:14]1)(=[O:12])=[O:11])[CH3:9].CN. No catalyst specified. The product is [F:1][C:2]([F:7])([F:6])[C:3]([OH:5])=[O:4].[CH2:8]([S:10]([N:13]1[CH2:18][CH2:17][CH:16]([C:19]2[C:27]3[C:22](=[C:23]([C:38]([NH2:40])=[O:39])[CH:24]=[C:25]([C:28]4[CH:33]=[C:32]([CH2:34][NH:35][CH2:36][CH2:2][CH3:3])[CH:31]=[CH:30][C:29]=4[F:37])[CH:26]=3)[NH:21][CH:20]=2)[CH2:15][CH2:14]1)(=[O:11])=[O:12])[CH3:9]. The yield is 0.615. (2) The reactants are C(OC([N:8]1[C:16]2[C:11](=[CH:12][C:13]([C:17](=[O:24])[C:18]3[CH:23]=[CH:22][CH:21]=[CH:20][CH:19]=3)=[CH:14][CH:15]=2)[CH:10]=[C:9]1[C:25]1[C:26]2[S:39][CH:38]=[CH:37][C:27]=2[N:28](C(OC(C)(C)C)=O)[N:29]=1)=O)(C)(C)C.[CH3:40][Mg]Br.O. The catalyst is O1CCCC1. The product is [C:18]1([C:17]([C:13]2[CH:12]=[C:11]3[C:16](=[CH:15][CH:14]=2)[NH:8][C:9]([C:25]2[C:26]4[S:39][CH:38]=[CH:37][C:27]=4[NH:28][N:29]=2)=[CH:10]3)([OH:24])[CH3:40])[CH:23]=[CH:22][CH:21]=[CH:20][CH:19]=1. The yield is 0.710.